From a dataset of Reaction yield outcomes from USPTO patents with 853,638 reactions. Predict the reaction yield, written as a fraction of the theoretical maximum amount of product (1.0 means a 100% yield; for example, 0.34 means a 34% yield). (1) The reactants are [CH3:1][C:2]1([C:5]#[C:6][C:7]2[CH:13]=[C:12]([N+:14]([O-:16])=[O:15])[CH:11]=[CH:10][C:8]=2[NH2:9])[CH2:4][CH2:3]1.N1C=CC=CC=1.[C:23](Cl)(=[O:27])[CH2:24][CH2:25][CH3:26]. The catalyst is C(Cl)Cl. The product is [CH3:1][C:2]1([C:5]#[C:6][C:7]2[CH:13]=[C:12]([N+:14]([O-:16])=[O:15])[CH:11]=[CH:10][C:8]=2[NH:9][C:23](=[O:27])[CH2:24][CH2:25][CH3:26])[CH2:4][CH2:3]1. The yield is 0.820. (2) The reactants are CN([CH:4]=[O:5])C.[CH3:6][C:7]1[C:15]([N+:16]([O-:18])=[O:17])=[CH:14][CH:13]=[CH:12][C:8]=1[C:9](O)=[O:10].IC. The catalyst is O. The product is [CH3:6][C:7]1[C:15]([N+:16]([O-:18])=[O:17])=[CH:14][CH:13]=[CH:12][C:8]=1[C:9]([O:5][CH3:4])=[O:10]. The yield is 1.00. (3) The reactants are [Cl:1][C:2]1[CH:3]=[CH:4][C:5]([S:21]([CH2:24][CH3:25])(=[O:23])=[O:22])=[C:6]([CH:20]=1)[NH:7][N:8]1[C:17](=[O:18])[C:16]2[C:11](=[CH:12][CH:13]=[C:14](I)[CH:15]=2)[N:10]=[CH:9]1.[CH2:26]([Sn](CCCC)(CCCC)C#CC)[CH2:27][CH2:28]C.O.C(OCC)(=O)C. The catalyst is C1COCC1.C1C=CC([P]([Pd]([P](C2C=CC=CC=2)(C2C=CC=CC=2)C2C=CC=CC=2)([P](C2C=CC=CC=2)(C2C=CC=CC=2)C2C=CC=CC=2)[P](C2C=CC=CC=2)(C2C=CC=CC=2)C2C=CC=CC=2)(C2C=CC=CC=2)C2C=CC=CC=2)=CC=1. The product is [Cl:1][C:2]1[CH:3]=[CH:4][C:5]([S:21]([CH2:24][CH3:25])(=[O:23])=[O:22])=[C:6]([CH:20]=1)[NH:7][N:8]1[C:17](=[O:18])[C:16]2[C:11](=[CH:12][CH:13]=[C:14]([C:26]#[C:27][CH3:28])[CH:15]=2)[N:10]=[CH:9]1. The yield is 0.750. (4) The yield is 0.230. The reactants are [NH2:1][C:2]1[S:3][C:4]([Cl:15])=[CH:5][C:6]=1[C:7]([C:9]1[CH:14]=[CH:13][CH:12]=[CH:11][CH:10]=1)=O.[F:16][C:17]([F:25])([F:24])[C:18](=[O:23])[CH2:19][C:20](=O)[CH3:21]. The product is [Cl:15][C:4]1[S:3][C:2]2=[N:1][C:20]([CH3:21])=[C:19]([C:18](=[O:23])[C:17]([F:25])([F:24])[F:16])[C:7]([C:9]3[CH:14]=[CH:13][CH:12]=[CH:11][CH:10]=3)=[C:6]2[CH:5]=1. The catalyst is C(O)(=O)C.S(=O)(=O)(O)O. (5) The reactants are [F:1][C:2]1[CH:7]=[C:6]([I:8])[CH:5]=[CH:4][C:3]=1[NH:9][C:10]1[C:15]2[CH:16]=[N:17][S:18][C:14]=2[CH:13]=[CH:12][C:11]=1[C:19]([OH:21])=O.CCN(C(C)C)C(C)C.[CH:31]([O:33][CH2:34][CH2:35][O:36][NH2:37])=[CH2:32].C1C=CC2N(O)N=NC=2C=1.CCN=C=NCCCN(C)C. The catalyst is C1COCC1. The product is [CH:31]([O:33][CH2:34][CH2:35][O:36][NH:37][C:19]([C:11]1[CH:12]=[CH:13][C:14]2[S:18][N:17]=[CH:16][C:15]=2[C:10]=1[NH:9][C:3]1[CH:4]=[CH:5][C:6]([I:8])=[CH:7][C:2]=1[F:1])=[O:21])=[CH2:32]. The yield is 0.890. (6) The yield is 0.800. The product is [Cl:23][C:24]1[CH:48]=[CH:47][C:27]2[C:28]3[N:2]=[C:3]([NH:5][C:6]4[CH:14]=[CH:13][C:9]([C:10]([OH:12])=[O:11])=[C:8]([O:15][CH3:16])[CH:7]=4)[N:4]=[CH:42][C:29]=3[CH2:30][N:31]=[C:32]([C:33]3[C:38]([O:39][CH3:40])=[CH:37][CH:36]=[CH:35][C:34]=3[F:41])[C:26]=2[CH:25]=1. The catalyst is O.CO. The reactants are Cl.[NH2:2][C:3]([NH:5][C:6]1[CH:14]=[CH:13][C:9]([C:10]([OH:12])=[O:11])=[C:8]([O:15][CH3:16])[CH:7]=1)=[NH:4].C(=O)([O-])[O-].[K+].[K+].[Cl:23][C:24]1[CH:48]=[CH:47][C:27]2[C:28](=O)[C:29](=[CH:42]N(C)C)[CH2:30][N:31]=[C:32]([C:33]3[C:38]([O:39][CH3:40])=[CH:37][CH:36]=[CH:35][C:34]=3[F:41])[C:26]=2[CH:25]=1.Cl.